This data is from Forward reaction prediction with 1.9M reactions from USPTO patents (1976-2016). The task is: Predict the product of the given reaction. (1) Given the reactants C(Cl)(=O)C(Cl)=O.[CH3:7][CH:8]([S:10]([NH:13][C:14]1[CH:19]=[C:18]([C:20](O)=[O:21])[CH:17]=[CH:16][C:15]=1[C:23]1[CH:28]=[CH:27][C:26]([C:29]2[S:30][CH:31]=[CH:32][C:33]=2[NH:34][S:35]([CH:38]([CH3:40])[CH3:39])(=[O:37])=[O:36])=[CH:25][CH:24]=1)(=[O:12])=[O:11])[CH3:9].[CH3:41][N:42](C=O)C.CN, predict the reaction product. The product is: [CH3:41][NH:42][C:20]([C:18]1[CH:17]=[CH:16][C:15]([C:23]2[CH:28]=[CH:27][C:26]([C:29]3[S:30][CH:31]=[CH:32][C:33]=3[NH:34][S:35]([CH:38]([CH3:40])[CH3:39])(=[O:36])=[O:37])=[CH:25][CH:24]=2)=[C:14]([NH:13][S:10]([CH:8]([CH3:7])[CH3:9])(=[O:12])=[O:11])[CH:19]=1)=[O:21]. (2) Given the reactants [N+:1]([C:4]1[CH:5]=[C:6]2[C:10](=[CH:11][CH:12]=1)[N:9]([C:13](=[S:15])[NH2:14])[CH2:8][CH2:7]2)([O-:3])=[O:2].[CH3:16]I, predict the reaction product. The product is: [N+:1]([C:4]1[CH:5]=[C:6]2[C:10](=[CH:11][CH:12]=1)[N:9]([C:13]([S:15][CH3:16])=[NH:14])[CH2:8][CH2:7]2)([O-:3])=[O:2].